From a dataset of Full USPTO retrosynthesis dataset with 1.9M reactions from patents (1976-2016). Predict the reactants needed to synthesize the given product. (1) Given the product [CH2:1]([N:3]1[C:11]2[C:6](=[CH:7][CH:8]=[CH:9][CH:10]=2)[C:5]([C:12]2[CH:13]=[C:14]([NH:17][C:26](=[O:27])[CH2:25][CH2:24][CH2:23][N:18]3[CH2:22][CH2:21][CH2:20][CH2:19]3)[NH:15][N:16]=2)=[CH:4]1)[CH3:2], predict the reactants needed to synthesize it. The reactants are: [CH2:1]([N:3]1[C:11]2[C:6](=[CH:7][CH:8]=[CH:9][CH:10]=2)[C:5]([C:12]2[CH:13]=[C:14]([NH2:17])[NH:15][N:16]=2)=[CH:4]1)[CH3:2].[N:18]1([CH2:23][CH2:24][CH2:25][C:26](O)=[O:27])[CH2:22][CH2:21][CH2:20][CH2:19]1.C([O-])=O. (2) Given the product [ClH:1].[CH3:13][O:11][C:10]([C@@H:4]1[CH2:5][CH2:6][CH2:7][CH2:8][CH2:9][C@@H:3]1[NH2:2])=[O:12], predict the reactants needed to synthesize it. The reactants are: [ClH:1].[NH2:2][C@H:3]1[CH2:9][CH2:8][CH2:7][CH2:6][CH2:5][C@H:4]1[C:10]([OH:12])=[O:11].[CH:13]1C=CC=CC=1.C[Si](C=[N+]=[N-])(C)C. (3) Given the product [CH3:11][C:10]1[C:5]([NH:4][C:3]([N:35]2[CH2:36][CH2:37][N:32]([C:29]3[CH:30]=[CH:31][C:26]([NH:25][C:23]([NH:22][C:16]4[CH:17]=[C:18]([CH3:21])[CH:19]=[CH:20][C:15]=4[O:14][CH3:13])=[O:24])=[CH:27][CH:28]=3)[CH2:33][CH2:34]2)=[O:2])=[N:6][CH:7]=[CH:8][CH:9]=1, predict the reactants needed to synthesize it. The reactants are: C[O:2][C:3](=S)[NH:4][C:5]1[C:10]([CH3:11])=[CH:9][CH:8]=[CH:7][N:6]=1.[CH3:13][O:14][C:15]1[CH:20]=[CH:19][C:18]([CH3:21])=[CH:17][C:16]=1[NH:22][C:23]([NH:25][C:26]1[CH:31]=[CH:30][C:29]([N:32]2[CH2:37][CH2:36][NH:35][CH2:34][CH2:33]2)=[CH:28][CH:27]=1)=[O:24]. (4) Given the product [CH3:38][C:14]1[C:15]([C:16]2[S:17][C:18]([C:27]3[N:31]=[CH:30][N:29]([CH:32]4[CH2:37][CH2:36][CH2:35][CH2:34][O:33]4)[N:28]=3)=[C:19]([C:21]3[CH:26]=[CH:25][CH:24]=[CH:23][CH:22]=3)[N:20]=2)=[C:9]2[CH:8]=[C:7]([N:41]3[CH2:46][CH2:45][O:44][CH2:43][CH2:42]3)[CH:12]=[CH:11][N:10]2[N:13]=1, predict the reactants needed to synthesize it. The reactants are: FC(F)(F)S(O[C:7]1[CH:12]=[CH:11][N:10]2[N:13]=[C:14]([CH3:38])[C:15]([C:16]3[S:17][C:18]([C:27]4[N:31]=[CH:30][N:29]([CH:32]5[CH2:37][CH2:36][CH2:35][CH2:34][O:33]5)[N:28]=4)=[C:19]([C:21]4[CH:26]=[CH:25][CH:24]=[CH:23][CH:22]=4)[N:20]=3)=[C:9]2[CH:8]=1)(=O)=O.[NH:41]1[CH2:46][CH2:45][O:44][CH2:43][CH2:42]1.C1C=CC(P(C2C=CC3C(=CC=CC=3)C=2C2C3C(=CC=CC=3)C=CC=2P(C2C=CC=CC=2)C2C=CC=CC=2)C2C=CC=CC=2)=CC=1.C(=O)([O-])[O-].[Cs+].[Cs+]. (5) Given the product [CH:38]1([NH:44][C:2]2[N:3]=[CH:4][C:5]([C:8]([N:10]3[CH2:15][CH2:14][C:13]4[NH:16][C:17]([C:19]5[C:27]6[C:22](=[CH:23][C:24]([C:28]7[CH:33]=[C:32]([F:34])[C:31]([OH:35])=[CH:30][C:29]=7[CH2:36][CH3:37])=[CH:25][CH:26]=6)[NH:21][N:20]=5)=[N:18][C:12]=4[CH2:11]3)=[O:9])=[N:6][CH:7]=2)[CH2:43][CH2:42][CH2:41][CH2:40][CH2:39]1, predict the reactants needed to synthesize it. The reactants are: Cl[C:2]1[N:3]=[CH:4][C:5]([C:8]([N:10]2[CH2:15][CH2:14][C:13]3[NH:16][C:17]([C:19]4[C:27]5[C:22](=[CH:23][C:24]([C:28]6[CH:33]=[C:32]([F:34])[C:31]([OH:35])=[CH:30][C:29]=6[CH2:36][CH3:37])=[CH:25][CH:26]=5)[NH:21][N:20]=4)=[N:18][C:12]=3[CH2:11]2)=[O:9])=[N:6][CH:7]=1.[CH:38]1([NH2:44])[CH2:43][CH2:42][CH2:41][CH2:40][CH2:39]1.